Dataset: Full USPTO retrosynthesis dataset with 1.9M reactions from patents (1976-2016). Task: Predict the reactants needed to synthesize the given product. Given the product [NH2:15][C:14]1[S:16][C:11]2[CH:10]=[C:5]([C:6]([O:8][CH3:9])=[O:7])[CH:4]=[C:3]([O:12][CH3:13])[C:2]=2[N:1]=1, predict the reactants needed to synthesize it. The reactants are: [NH2:1][C:2]1[CH:11]=[CH:10][C:5]([C:6]([O:8][CH3:9])=[O:7])=[CH:4][C:3]=1[O:12][CH3:13].[C:14]([S-:16])#[N:15].[K+].